Dataset: Full USPTO retrosynthesis dataset with 1.9M reactions from patents (1976-2016). Task: Predict the reactants needed to synthesize the given product. Given the product [C:1]([OH:12])(=[O:11])[C:2]1[CH:10]=[C:8]([OH:9])[C:6]([OH:7])=[C:4]([OH:5])[CH:3]=1.[OH:13][C@@H:14]1[O:22][C@H:21]([CH2:23][OH:24])[C@@H:19]([OH:20])[C@H:17]([OH:18])[C@H:15]1[OH:16], predict the reactants needed to synthesize it. The reactants are: [C:1]([OH:12])(=[O:11])[C:2]1[CH:10]=[C:8]([OH:9])[C:6]([OH:7])=[C:4]([OH:5])[CH:3]=1.[OH:13][C@H:14]1[O:22][C@H:21]([CH2:23][OH:24])[C@@H:19]([OH:20])[C@H:17]([OH:18])[C@H:15]1[OH:16].